This data is from Reaction yield outcomes from USPTO patents with 853,638 reactions. The task is: Predict the reaction yield, written as a fraction of the theoretical maximum amount of product (1.0 means a 100% yield; for example, 0.34 means a 34% yield). (1) The reactants are [C:1]([O:5][C:6]([N:8]1[CH2:13][CH2:12][CH:11]([C:14]2[CH:19]=[CH:18][C:17]([NH2:20])=[CH:16][N:15]=2)[CH2:10][CH2:9]1)=[O:7])([CH3:4])([CH3:3])[CH3:2].[Br:21]N1C(=O)CCC1=O. The catalyst is C(Cl)Cl. The product is [C:1]([O:5][C:6]([N:8]1[CH2:9][CH2:10][CH:11]([C:14]2[CH:19]=[CH:18][C:17]([NH2:20])=[C:16]([Br:21])[N:15]=2)[CH2:12][CH2:13]1)=[O:7])([CH3:4])([CH3:2])[CH3:3]. The yield is 0.740. (2) The reactants are [CH3:1][C:2]([CH3:47])([CH3:46])[C@H:3]([NH:32][C:33](=[O:45])[C@@H:34]([N:36]([CH3:44])[C:37](=[O:43])[O:38][C:39]([CH3:42])([CH3:41])[CH3:40])[CH3:35])[C:4]([N:6]1[C@H:15]([C:16](=[O:28])[NH:17][C@H:18]2[C:27]3[C:22](=[CH:23][CH:24]=[CH:25][CH:26]=3)[CH2:21][CH2:20][CH2:19]2)[CH2:14][C:13]2[C:8](=[CH:9][C:10]([N+:29]([O-])=O)=[CH:11][CH:12]=2)[CH2:7]1)=[O:5]. The catalyst is CO.[Pd]. The product is [NH2:29][C:10]1[CH:9]=[C:8]2[C:13]([CH2:14][C@@H:15]([C:16](=[O:28])[NH:17][C@H:18]3[C:27]4[C:22](=[CH:23][CH:24]=[CH:25][CH:26]=4)[CH2:21][CH2:20][CH2:19]3)[N:6]([C:4](=[O:5])[C@@H:3]([NH:32][C:33](=[O:45])[C@@H:34]([N:36]([CH3:44])[C:37](=[O:43])[O:38][C:39]([CH3:41])([CH3:42])[CH3:40])[CH3:35])[C:2]([CH3:1])([CH3:46])[CH3:47])[CH2:7]2)=[CH:12][CH:11]=1. The yield is 0.920. (3) The reactants are [CH2:1]1[O:3][CH2:2]1.[CH3:4][CH:5]([CH3:32])[CH:6]([NH:19][C:20]([CH:22]1[CH2:26][CH:25]([CH2:27][CH2:28][CH2:29][CH2:30][CH3:31])[CH2:24][NH:23]1)=[O:21])[CH:7]1[CH:12]([OH:13])[CH:11]([OH:14])[CH:10]([OH:15])[CH:9]([CH2:16][CH2:17][CH3:18])[O:8]1. The catalyst is CO.CCOCC. The product is [CH3:32][CH:5]([CH3:4])[CH:6]([NH:19][C:20]([CH:22]1[CH2:26][CH:25]([CH2:27][CH2:28][CH2:29][CH2:30][CH3:31])[CH2:24][N:23]1[CH2:1][CH2:2][OH:3])=[O:21])[CH:7]1[CH:12]([OH:13])[CH:11]([OH:14])[CH:10]([OH:15])[CH:9]([CH2:16][CH2:17][CH3:18])[O:8]1. The yield is 0.340. (4) The reactants are [C:1]([C:3]1[CH:4]=[C:5]([N:19]2[C:23]3=[N:24][CH:25]=[CH:26][CH:27]=[C:22]3[C:21]([C:28]([O:30]C)=O)=[N:20]2)[CH:6]=[C:7]([C:9]#[C:10][C@:11]2([OH:18])[CH2:15][CH2:14][N:13]([CH3:16])[C:12]2=[O:17])[CH:8]=1)#[N:2].[NH3:32]. No catalyst specified. The product is [C:1]([C:3]1[CH:4]=[C:5]([N:19]2[C:23]3=[N:24][CH:25]=[CH:26][CH:27]=[C:22]3[C:21]([C:28]([NH2:32])=[O:30])=[N:20]2)[CH:6]=[C:7]([C:9]#[C:10][C@:11]2([OH:18])[CH2:15][CH2:14][N:13]([CH3:16])[C:12]2=[O:17])[CH:8]=1)#[N:2]. The yield is 0.330.